From a dataset of Full USPTO retrosynthesis dataset with 1.9M reactions from patents (1976-2016). Predict the reactants needed to synthesize the given product. (1) Given the product [CH3:4][O:5][C:6]1[CH:7]=[C:8]2[C:12](=[CH:13][CH:14]=1)[NH:11][CH:10]=[C:9]2/[C:15](=[CH:26]/[C:21]1[CH:22]=[CH:23][N:19]([CH3:18])[N:20]=1)/[C:16]#[N:17], predict the reactants needed to synthesize it. The reactants are: C[O-].[Na+].[CH3:4][O:5][C:6]1[CH:7]=[C:8]2[C:12](=[CH:13][CH:14]=1)[NH:11][CH:10]=[C:9]2[CH2:15][C:16]#[N:17].[CH3:18][N:19]1[CH:23]=[C:22](C=O)[CH:21]=[N:20]1.[CH2:26](OCC)C. (2) Given the product [NH2:1][C@H:2]([C:7]([O-:9])=[O:8])[CH2:3][C:4]([O-:6])=[O:5].[Na+:11].[Na+:11], predict the reactants needed to synthesize it. The reactants are: [NH2:1][C@H:2]([C:7]([OH:9])=[O:8])[CH2:3][C:4]([OH:6])=[O:5].[OH-].[Na+:11]. (3) Given the product [CH3:8][C:6]1[CH:5]=[CH:4][C:3]2[O:9][C:10](=[O:11])[NH:1][C:2]=2[CH:7]=1, predict the reactants needed to synthesize it. The reactants are: [NH2:1][C:2]1[CH:7]=[C:6]([CH3:8])[CH:5]=[CH:4][C:3]=1[OH:9].[C:10](N1C=CN=C1)(N1C=CN=C1)=[O:11].